The task is: Predict which catalyst facilitates the given reaction.. This data is from Catalyst prediction with 721,799 reactions and 888 catalyst types from USPTO. The catalyst class is: 9. Reactant: [Cl:1][C:2]1[CH:3]=[C:4]2[C:8](=[CH:9][CH:10]=1)[NH:7][C:6]([CH:11]([CH3:13])[CH3:12])=[CH:5]2.[H-].[Na+].Cl[CH2:17][C:18]1[O:22][C:21]([C:23]([O:25][CH2:26][CH3:27])=[O:24])=[CH:20][CH:19]=1.[Cl-].[NH4+]. Product: [Cl:1][C:2]1[CH:3]=[C:4]2[C:8](=[CH:9][CH:10]=1)[N:7]([CH2:17][C:18]1[O:22][C:21]([C:23]([O:25][CH2:26][CH3:27])=[O:24])=[CH:20][CH:19]=1)[C:6]([CH:11]([CH3:13])[CH3:12])=[CH:5]2.